Dataset: Oral bioavailability binary classification data from Ma et al.. Task: Regression/Classification. Given a drug SMILES string, predict its absorption, distribution, metabolism, or excretion properties. Task type varies by dataset: regression for continuous measurements (e.g., permeability, clearance, half-life) or binary classification for categorical outcomes (e.g., BBB penetration, CYP inhibition). Dataset: bioavailability_ma. (1) The compound is CC(CN(C)C)CN1c2ccccc2CCc2ccccc21. The result is 1 (high bioavailability). (2) The compound is CCC1(CCC(C)C)C(=O)NC(=O)NC1=O. The result is 1 (high bioavailability). (3) The compound is OC(c1cc(C(F)(F)F)nc2c(C(F)(F)F)cccc12)C1CCCCN1. The result is 1 (high bioavailability).